Dataset: Reaction yield outcomes from USPTO patents with 853,638 reactions. Task: Predict the reaction yield, written as a fraction of the theoretical maximum amount of product (1.0 means a 100% yield; for example, 0.34 means a 34% yield). (1) The reactants are [NH2:1][C:2]1[C:3]([C:7]2[N:8]([CH2:31][CH3:32])[C:9]3[CH:14]=[C:13]([CH2:15][CH2:16][CH2:17][N:18]4[C:26](=[O:27])[C:25]5[C:20](=[CH:21][CH:22]=[CH:23][CH:24]=5)[C:19]4=[O:28])[N:12]=[C:11](Cl)[C:10]=3[N:30]=2)=[N:4][O:5][N:6]=1.[CH3:33][C:34]([OH:38])([C:36]#[CH:37])[CH3:35]. The catalyst is CN(C=O)C.CCN(CC)CC.[Cu]I. The product is [NH2:1][C:2]1[C:3]([C:7]2[N:8]([CH2:31][CH3:32])[C:9]3[CH:14]=[C:13]([CH2:15][CH2:16][CH2:17][N:18]4[C:26](=[O:27])[C:25]5[C:20](=[CH:21][CH:22]=[CH:23][CH:24]=5)[C:19]4=[O:28])[N:12]=[C:11]([C:37]#[C:36][C:34]([OH:38])([CH3:35])[CH3:33])[C:10]=3[N:30]=2)=[N:4][O:5][N:6]=1. The yield is 0.590. (2) The yield is 0.930. The product is [CH:12]([C:9]1[NH:8][C:7]([CH3:14])=[C:6]([C:4]([OH:5])=[O:3])[C:10]=1[CH3:11])=[O:13]. The catalyst is CO.O. The reactants are C([O:3][C:4]([C:6]1[C:10]([CH3:11])=[C:9]([CH:12]=[O:13])[NH:8][C:7]=1[CH3:14])=[O:5])C.[OH-].[K+].Cl. (3) The reactants are Cl.Br[C:3]1[CH:8]=[CH:7][N:6]=[CH:5][CH:4]=1.C([O-])([O-])=O.[Na+].[Na+].C([Mg]Cl)(C)C.[C:20]([O:24][C:25](=[O:34])[NH:26][CH2:27][C:28](N(OC)C)=[O:29])([CH3:23])([CH3:22])[CH3:21]. The catalyst is C1COCC1.O.[Cl-].[Na+].O. The product is [C:20]([O:24][C:25](=[O:34])[NH:26][CH2:27][C:28](=[O:29])[C:3]1[CH:8]=[CH:7][N:6]=[CH:5][CH:4]=1)([CH3:23])([CH3:21])[CH3:22]. The yield is 0.520. (4) No catalyst specified. The yield is 0.190. The product is [NH2:1][C:2]1[C:11]2[CH:10]=[CH:9][CH:8]=[C:7]([C:23]3[CH:24]=[CH:25][CH:26]=[CH:27][C:22]=3[C:20]#[N:21])[C:6]=2[N:5]=[C:4]2[CH2:13][N:14]([CH:17]3[CH2:19][CH2:18]3)[C:15](=[O:16])[C:3]=12. The reactants are [NH2:1][C:2]1[C:11]2[CH:10]=[CH:9][CH:8]=[C:7](Br)[C:6]=2[N:5]=[C:4]2[CH2:13][N:14]([CH:17]3[CH2:19][CH2:18]3)[C:15](=[O:16])[C:3]=12.[C:20]([C:22]1[CH:27]=[CH:26][CH:25]=[CH:24][C:23]=1B(O)O)#[N:21]. (5) The product is [NH2:28][C:5]([C:7]1[CH:16]=[CH:15][C:14]2[C:9](=[CH:10][CH:11]=[C:12]([O:17][C@H:18]3[CH2:19][CH2:20][C@H:21]([C:24]([CH3:27])([CH3:26])[CH3:25])[CH2:22][CH2:23]3)[CH:13]=2)[N:8]=1)([CH3:6])[CH2:4][OH:3]. The catalyst is CO.O1CCCC1. The yield is 0.380. The reactants are C([O:3][C:4](=O)[C:5]([NH2:28])([C:7]1[CH:16]=[CH:15][C:14]2[C:9](=[CH:10][CH:11]=[C:12]([O:17][C@H:18]3[CH2:23][CH2:22][C@H:21]([C:24]([CH3:27])([CH3:26])[CH3:25])[CH2:20][CH2:19]3)[CH:13]=2)[N:8]=1)[CH3:6])C.[BH4-].[Na+]. (6) The reactants are [CH3:1][C:2]1[O:6][N:5]=[C:4]([C:7]2[CH:12]=[CH:11][CH:10]=[CH:9][CH:8]=2)[C:3]=1[C:13]([NH:15][NH2:16])=[O:14].[N:17]1[C:26]2[C:21](=[CH:22][CH:23]=[CH:24][CH:25]=2)[C:20]([C:27](O)=O)=[CH:19][CH:18]=1. No catalyst specified. The product is [CH3:1][C:2]1[O:6][N:5]=[C:4]([C:7]2[CH:12]=[CH:11][CH:10]=[CH:9][CH:8]=2)[C:3]=1[C:13]1[O:14][C:27]([C:20]2[C:21]3[C:26](=[CH:25][CH:24]=[CH:23][CH:22]=3)[N:17]=[CH:18][CH:19]=2)=[N:16][N:15]=1. The yield is 0.230. (7) The reactants are [O:1]([CH2:8][C:9]1[NH:10][CH:11]=[C:12]([C:14]2[CH:27]=[CH:26][C:17]([O:18][C:19]3[CH:25]=[CH:24][C:22]([NH2:23])=[CH:21][CH:20]=3)=[CH:16][CH:15]=2)[N:13]=1)[C:2]1[CH:7]=[CH:6][CH:5]=[CH:4][CH:3]=1.[CH3:28][C:29]1[CH:38]=[CH:37][C:32]([CH2:33][N:34]=[C:35]=[O:36])=[CH:31][CH:30]=1.O.C(OCC)(=O)C. The catalyst is CN(C)C=O.C(OCC)C.C(OCC)(=O)C.C(O)(C)C. The product is [CH3:28][C:29]1[CH:38]=[CH:37][C:32]([CH2:33][NH:34][C:35]([NH:23][C:22]2[CH:21]=[CH:20][C:19]([O:18][C:17]3[CH:26]=[CH:27][C:14]([C:12]4[N:13]=[C:9]([CH2:8][O:1][C:2]5[CH:7]=[CH:6][CH:5]=[CH:4][CH:3]=5)[NH:10][CH:11]=4)=[CH:15][CH:16]=3)=[CH:25][CH:24]=2)=[O:36])=[CH:31][CH:30]=1. The yield is 0.210. (8) The reactants are Cl[C:2]1[CH:7]=[CH:6][N:5]=[C:4]2[NH:8][C:9]([CH3:11])=[CH:10][C:3]=12.C([O-])(=[O:14])C.[Na+]. The catalyst is C(O)(=O)C. The product is [CH3:11][C:9]1[NH:8][C:4]2[N:5]=[CH:6][CH:7]=[C:2]([OH:14])[C:3]=2[CH:10]=1. The yield is 0.470. (9) The reactants are [CH3:1][S:2](Cl)(=[O:4])=[O:3].[F:6][C:7]1[CH:8]=[C:9]([C@H:14]2[CH2:19][C@@H:18]([OH:20])[CH2:17][CH2:16][N:15]2[C:21]([O:23][C:24]([CH3:27])([CH3:26])[CH3:25])=[O:22])[CH:10]=[CH:11][C:12]=1[F:13].C(OC(OC(C)(C)C)=O)(OC(C)(C)C)=O.C(N(CC)CC)C. The catalyst is O1CCCC1. The product is [F:6][C:7]1[CH:8]=[C:9]([C@H:14]2[CH2:19][C@@H:18]([O:20][S:2]([CH3:1])(=[O:4])=[O:3])[CH2:17][CH2:16][N:15]2[C:21]([O:23][C:24]([CH3:27])([CH3:26])[CH3:25])=[O:22])[CH:10]=[CH:11][C:12]=1[F:13]. The yield is 0.880. (10) The reactants are [F:1][C:2]1[CH:8]=[CH:7][C:5]([NH2:6])=[C:4]([CH3:9])[CH:3]=1.O=[CH:11][C:12]1[CH:20]=[CH:19][C:16]([O:17][CH3:18])=[C:14]([OH:15])[CH:13]=1.[BH-](OC(C)=O)(OC(C)=O)OC(C)=O.[Na+]. The catalyst is ClCCCl. The product is [F:1][C:2]1[CH:8]=[CH:7][C:5]([NH:6][CH2:11][C:12]2[CH:20]=[CH:19][C:16]([O:17][CH3:18])=[C:14]([OH:15])[CH:13]=2)=[C:4]([CH3:9])[CH:3]=1. The yield is 0.960.